From a dataset of Full USPTO retrosynthesis dataset with 1.9M reactions from patents (1976-2016). Predict the reactants needed to synthesize the given product. (1) Given the product [Br:1][C:2]1[CH:3]=[C:22]([CH:7]=[C:8]([O:10][C@@H:11]([CH3:18])[CH2:12][O:13][C:14]([CH3:17])([CH3:16])[CH3:15])[CH:9]=1)[C:21]([OH:19])=[O:23], predict the reactants needed to synthesize it. The reactants are: [Br:1][C:2]1[CH:3]=C([CH:7]=[C:8]([O:10][C@@H:11]([CH3:18])[CH2:12][O:13][C:14]([CH3:17])([CH3:16])[CH3:15])[CH:9]=1)C#N.[OH-:19].[Na+].[CH2:21]([OH:23])[CH3:22]. (2) Given the product [Br:1][C:2]1[CH:3]=[CH:4][C:5]([N+:12]([O-:14])=[O:13])=[C:6]2[C:11]=1[N:10]=[CH:9][CH:8]=[CH:7]2, predict the reactants needed to synthesize it. The reactants are: [Br:1][C:2]1[CH:3]=[CH:4][CH:5]=[C:6]2[C:11]=1[N:10]=[CH:9][CH:8]=[CH:7]2.[N+:12]([O-])([OH:14])=[O:13]. (3) Given the product [CH3:56][C:48]1([C:51]([O:53][CH2:54][CH3:55])=[O:52])[CH2:49][CH2:50][CH:45]([O:43][C:40]2[CH:39]=[CH:38][C:37]([N+:34]([O-:36])=[O:35])=[CH:42][N:41]=2)[CH2:46][CH2:47]1, predict the reactants needed to synthesize it. The reactants are: N(C(OC(C)C)=O)=NC(OC(C)C)=O.C1(P(C2C=CC=CC=2)C2C=CC=CC=2)C=CC=CC=1.[N+:34]([C:37]1[CH:38]=[CH:39][C:40]([OH:43])=[N:41][CH:42]=1)([O-:36])=[O:35].O[CH:45]1[CH2:50][CH2:49][C:48]([CH3:56])([C:51]([O:53][CH2:54][CH3:55])=[O:52])[CH2:47][CH2:46]1. (4) Given the product [CH3:1][O:2][C:3]1[N:8]=[CH:7][C:6]([NH:9][C:10]2[C:15]([C:16]3[N:24]=[C:23]([CH3:25])[N:22]=[C:21]4[C:17]=3[N:18]=[CH:19][NH:20]4)=[CH:14][C:13]([CH:32]=[CH2:33])=[CH:12][N:11]=2)=[CH:5][CH:4]=1, predict the reactants needed to synthesize it. The reactants are: [CH3:1][O:2][C:3]1[N:8]=[CH:7][C:6]([NH:9][C:10]2[C:15]([C:16]3[N:24]=[C:23]([CH3:25])[N:22]=[C:21]4[C:17]=3[N:18]=[CH:19][N:20]4C3CCCCO3)=[CH:14][C:13]([CH:32]=[CH2:33])=[CH:12][N:11]=2)=[CH:5][CH:4]=1.FC(F)(F)C(O)=O. (5) Given the product [OH:3][CH2:4][CH:5]1[CH2:10][CH2:9][CH2:8][N:7]([C:11]2[N:16]=[C:15]([C:17]([NH:19][C:20]3[C:21]([CH3:31])=[CH:22][C:23]([C:24]([OH:26])=[O:25])=[CH:28][C:29]=3[CH3:30])=[O:18])[C:14]([CH3:32])=[CH:13][CH:12]=2)[CH2:6]1, predict the reactants needed to synthesize it. The reactants are: [OH-].[Na+].[OH:3][CH2:4][CH:5]1[CH2:10][CH2:9][CH2:8][N:7]([C:11]2[N:16]=[C:15]([C:17]([NH:19][C:20]3[C:29]([CH3:30])=[CH:28][C:23]([C:24]([O:26]C)=[O:25])=[CH:22][C:21]=3[CH3:31])=[O:18])[C:14]([CH3:32])=[CH:13][CH:12]=2)[CH2:6]1.CO. (6) The reactants are: C(OC(=O)[NH:7][C:8]1[CH:13]=[CH:12][C:11]([C:14]2[N:18]=[C:17]([C:19]3[CH:24]=[CH:23][C:22]([O:25][C:26]([F:29])([F:28])[F:27])=[CH:21][CH:20]=3)[O:16][N:15]=2)=[CH:10][CH:9]=1)(C)(C)C.FC(F)(F)C(O)=O. Given the product [F:29][C:26]([F:27])([F:28])[O:25][C:22]1[CH:21]=[CH:20][C:19]([C:17]2[O:16][N:15]=[C:14]([C:11]3[CH:12]=[CH:13][C:8]([NH2:7])=[CH:9][CH:10]=3)[N:18]=2)=[CH:24][CH:23]=1, predict the reactants needed to synthesize it. (7) Given the product [O:24]1[CH2:25][CH2:26][CH2:27][CH2:28][CH:23]1[O:22][CH2:21][CH2:20][C:16]1[NH:17][C:18]2[C:14]([CH:15]=1)=[CH:13][CH:12]=[C:11]([CH2:9][OH:8])[CH:19]=2, predict the reactants needed to synthesize it. The reactants are: [H-].[Al+3].[Li+].[H-].[H-].[H-].C[O:8][C:9]([C:11]1[CH:19]=[C:18]2[C:14]([CH:15]=[C:16]([CH2:20][CH2:21][O:22][CH:23]3[CH2:28][CH2:27][CH2:26][CH2:25][O:24]3)[NH:17]2)=[CH:13][CH:12]=1)=O.